From a dataset of Reaction yield outcomes from USPTO patents with 853,638 reactions. Predict the reaction yield, written as a fraction of the theoretical maximum amount of product (1.0 means a 100% yield; for example, 0.34 means a 34% yield). (1) The reactants are [CH3:1][S:2]([CH2:5][C:6]#[N:7])(=[O:4])=[O:3].C(=O)([O-])[O-].[K+].[K+].[Cl:14][C:15]1[CH:20]=[CH:19][C:18]([N:21]=[C:22]=[S:23])=[CH:17][CH:16]=1.[CH3:24]I. The product is [Cl:14][C:15]1[CH:20]=[CH:19][C:18]([NH:21][C:22]([S:23][CH3:24])=[C:5]([S:2]([CH3:1])(=[O:4])=[O:3])[C:6]#[N:7])=[CH:17][CH:16]=1. The catalyst is CC(C)=O. The yield is 0.800. (2) The yield is 0.810. The reactants are C(OC([N:8]1[CH2:13][CH2:12][C:11]2([C:21]3[C:16](=[CH:17][CH:18]=[C:19]([C:22]([OH:24])=[O:23])[CH:20]=3)[NH:15][C:14]2=[O:25])[CH2:10][CH2:9]1)=O)(C)(C)C.O=S(Cl)[Cl:28].[CH3:30]O. The product is [ClH:28].[O:25]=[C:14]1[C:11]2([CH2:12][CH2:13][NH:8][CH2:9][CH2:10]2)[C:21]2[C:16](=[CH:17][CH:18]=[C:19]([C:22]([O:24][CH3:30])=[O:23])[CH:20]=2)[NH:15]1. No catalyst specified. (3) The reactants are [NH2:1][C:2]1[CH:3]=[C:4]([CH:8]=[CH:9][C:10]=1[F:11])[C:5]([OH:7])=O.[NH:12]1[CH2:17][CH2:16][CH2:15][C@@H:14]2[C:18]3[CH:19]=[CH:20][CH:21]=[CH:22][C:23]=3[CH2:24][C@H:13]12.F[P-](F)(F)(F)(F)F.N1(OC(N(C)C)=[N+](C)C)C2N=CC=CC=2N=N1. No catalyst specified. The product is [NH2:1][C:2]1[CH:3]=[C:4]([C:5]([N:12]2[CH2:17][CH2:16][CH2:15][C@@H:14]3[C:18]4[CH:19]=[CH:20][CH:21]=[CH:22][C:23]=4[CH2:24][C@H:13]23)=[O:7])[CH:8]=[CH:9][C:10]=1[F:11]. The yield is 0.680.